Dataset: Full USPTO retrosynthesis dataset with 1.9M reactions from patents (1976-2016). Task: Predict the reactants needed to synthesize the given product. (1) Given the product [Br:1][C:2]1[CH:7]=[CH:6][C:5]([C@@H:8]([CH3:37])[CH2:9][O:10][C:11]([NH:13][C:14]2[CH:15]=[C:16]([F:36])[C:17]([O:30][CH2:31][CH2:32][CH2:33][O:34][CH3:35])=[C:18]([CH:29]=2)[CH2:19][N:20]([CH3:28])[C:21](=[O:27])[O:22][CH2:49][C:50]2[CH:55]=[CH:54][CH:53]=[CH:52][CH:51]=2)=[O:12])=[C:4]([CH3:38])[CH:3]=1, predict the reactants needed to synthesize it. The reactants are: [Br:1][C:2]1[CH:7]=[CH:6][C:5]([C@@H:8]([CH3:37])[CH2:9][O:10][C:11]([NH:13][C:14]2[CH:15]=[C:16]([F:36])[C:17]([O:30][CH2:31][CH2:32][CH2:33][O:34][CH3:35])=[C:18]([CH:29]=2)[CH2:19][N:20]([CH3:28])[C:21](=[O:27])[O:22]C(C)(C)C)=[O:12])=[C:4]([CH3:38])[CH:3]=1.Cl.C(N(CC)C(C)C)(C)C.[CH2:49](OC(ON1C(=O)CCC1=O)=O)[C:50]1[CH:55]=[CH:54][CH:53]=[CH:52][CH:51]=1. (2) Given the product [CH2:4]([O:6][C:7](=[O:12])[CH2:8][C:9]1([CH3:13])[CH2:11][CH2:10]1)[CH3:5], predict the reactants needed to synthesize it. The reactants are: C(I)I.[CH2:4]([O:6][C:7](=[O:12])[CH2:8][C:9]([CH3:11])=[CH2:10])[CH3:5].[CH3:13]COC(C)=O. (3) Given the product [Cl:1][C:2]1[C:7]([O:8][CH3:9])=[C:6]([C:10]2[N:11]=[C:12]([CH2:15][CH2:16][O:17][C:18]3[CH:23]=[CH:22][C:21]([C:24]([F:25])([F:26])[F:27])=[CH:20][N:19]=3)[S:13][CH:14]=2)[CH:5]=[C:4]([O:28][CH2:30][CH:31]=[C:32]([Cl:34])[Cl:33])[CH:3]=1, predict the reactants needed to synthesize it. The reactants are: [Cl:1][C:2]1[CH:3]=[C:4]([OH:28])[CH:5]=[C:6]([C:10]2[N:11]=[C:12]([CH2:15][CH2:16][O:17][C:18]3[CH:23]=[CH:22][C:21]([C:24]([F:27])([F:26])[F:25])=[CH:20][N:19]=3)[S:13][CH:14]=2)[C:7]=1[O:8][CH3:9].Br[CH2:30][CH:31]=[C:32]([Cl:34])[Cl:33].C(=O)([O-])[O-].[K+].[K+].